This data is from Forward reaction prediction with 1.9M reactions from USPTO patents (1976-2016). The task is: Predict the product of the given reaction. Given the reactants Cl.[NH2:2][C:3]1[CH:8]=[CH:7][C:6]([CH2:9][C:10]([O:12]C)=O)=[CH:5][CH:4]=1.[NH3:14], predict the reaction product. The product is: [NH2:2][C:3]1[CH:8]=[CH:7][C:6]([CH2:9][C:10]([NH2:14])=[O:12])=[CH:5][CH:4]=1.